Task: Predict the product of the given reaction.. Dataset: Forward reaction prediction with 1.9M reactions from USPTO patents (1976-2016) Given the reactants C(OC([N:8]([C:10]1[CH:15]=[CH:14][C:13]([O:16][C:17]2[CH:22]=[CH:21][C:20]([O:23][CH:24]3[CH:29]4[CH2:30][CH2:31][N:26]([CH2:27][CH2:28]4)[CH2:25]3)=[CH:19][CH:18]=2)=[CH:12][CH:11]=1)[NH2:9])=O)(C)(C)C.[ClH:32], predict the reaction product. The product is: [ClH:32].[ClH:32].[N:26]12[CH2:31][CH2:30][CH:29]([CH2:28][CH2:27]1)[CH:24]([O:23][C:20]1[CH:19]=[CH:18][C:17]([O:16][C:13]3[CH:14]=[CH:15][C:10]([NH:8][NH2:9])=[CH:11][CH:12]=3)=[CH:22][CH:21]=1)[CH2:25]2.